Dataset: Forward reaction prediction with 1.9M reactions from USPTO patents (1976-2016). Task: Predict the product of the given reaction. (1) Given the reactants [Cl:1][C:2]1[CH:3]=[CH:4][C:5]([O:35][CH:36]([F:38])[F:37])=[C:6]([C:8]2[C:12]([NH:13][C:14]([C:16]3[CH:17]=[N:18][N:19]4[CH:24]=[CH:23][CH:22]=[N:21][C:20]=34)=[O:15])=[CH:11][N:10]([CH2:25]/[CH:26]=[CH:27]/[CH2:28][N:29]3[CH2:34][CH2:33]O[CH2:31][CH2:30]3)[N:9]=2)[CH:7]=1.[CH3:39][N:40]1CCNCC1, predict the reaction product. The product is: [Cl:1][C:2]1[CH:3]=[CH:4][C:5]([O:35][CH:36]([F:38])[F:37])=[C:6]([C:8]2[C:12]([NH:13][C:14]([C:16]3[CH:17]=[N:18][N:19]4[CH:24]=[CH:23][CH:22]=[N:21][C:20]=34)=[O:15])=[CH:11][N:10]([CH2:25]/[CH:26]=[CH:27]/[CH2:28][N:29]3[CH2:30][CH2:31][N:40]([CH3:39])[CH2:33][CH2:34]3)[N:9]=2)[CH:7]=1. (2) Given the reactants C([NH:8][C@H:9]([C:17]([OH:19])=O)[CH2:10][C:11]1[CH:16]=[CH:15][CH:14]=[CH:13][CH:12]=1)(OC(C)(C)C)=O.[F:20][C:21]([F:36])([F:35])[C:22]([NH:24][C:25]1[CH:30]=[CH:29][C:28]([S:31](=[O:34])(=[O:33])[NH2:32])=[CH:27][CH:26]=1)=[O:23], predict the reaction product. The product is: [NH2:8][C@@H:9]([CH2:10][C:11]1[CH:12]=[CH:13][CH:14]=[CH:15][CH:16]=1)[C:17]([NH:32][S:31]([C:28]1[CH:29]=[CH:30][C:25]([NH:24][C:22](=[O:23])[C:21]([F:20])([F:36])[F:35])=[CH:26][CH:27]=1)(=[O:33])=[O:34])=[O:19]. (3) Given the reactants [Cl:1][C:2]1[CH:10]=[CH:9][C:5]([C:6](Cl)=[O:7])=[CH:4][CH:3]=1.[F:11][C:12]1[CH:13]=[C:14]([NH:20][N:21]=[CH:22][CH3:23])[CH:15]=[CH:16][C:17]=1[O:18][CH3:19].N1C=CC=CC=1, predict the reaction product. The product is: [Cl:1][C:2]1[CH:10]=[CH:9][C:5]([C:6]([N:20]([C:14]2[CH:15]=[CH:16][C:17]([O:18][CH3:19])=[C:12]([F:11])[CH:13]=2)[N:21]=[CH:22][CH3:23])=[O:7])=[CH:4][CH:3]=1. (4) Given the reactants [NH2:1][C:2]1[S:3][C:4]([CH2:11][CH3:12])=[CH:5][C:6]=1[C:7]([O:9]C)=O.Cl[C:14](Cl)([O:16]C(=O)OC(Cl)(Cl)Cl)Cl.C(N(CC)CC)C.Cl.[CH3:33][O:34][C:35](=[O:38])[CH2:36][NH2:37], predict the reaction product. The product is: [CH2:11]([C:4]1[S:3][C:2]2[NH:1][C:14](=[O:16])[N:37]([CH2:36][C:35]([O:34][CH3:33])=[O:38])[C:7](=[O:9])[C:6]=2[CH:5]=1)[CH3:12]. (5) Given the reactants C(=O)([O-])[O-].[K+].[K+].[Cl:7][C:8]1[N:13]=[C:12](Cl)[C:11]([Cl:15])=[CH:10][N:9]=1.[F:16][C:17]([F:21])([F:20])[CH2:18][NH2:19], predict the reaction product. The product is: [Cl:7][C:8]1[N:13]=[C:12]([NH:19][CH2:18][C:17]([F:21])([F:20])[F:16])[C:11]([Cl:15])=[CH:10][N:9]=1.